This data is from Full USPTO retrosynthesis dataset with 1.9M reactions from patents (1976-2016). The task is: Predict the reactants needed to synthesize the given product. (1) Given the product [CH3:23][C:24]1[CH:28]=[CH:27][S:26][C:25]=1[S:29]([N:10]1[CH2:11][C:7]2[C:6]([NH:12][C:13]3[CH:14]=[N:15][C:16]4[C:21]([CH:22]=3)=[CH:20][CH:19]=[CH:18][CH:17]=4)=[N:5][CH:4]=[N:3][C:8]=2[CH2:9]1)(=[O:31])=[O:30], predict the reactants needed to synthesize it. The reactants are: Cl.Cl.[N:3]1[C:8]2[CH2:9][NH:10][CH2:11][C:7]=2[C:6]([NH:12][C:13]2[CH:14]=[N:15][C:16]3[C:21]([CH:22]=2)=[CH:20][CH:19]=[CH:18][CH:17]=3)=[N:5][CH:4]=1.[CH3:23][C:24]1[CH:28]=[CH:27][S:26][C:25]=1[S:29](Cl)(=[O:31])=[O:30].C(N(CC)C(C)C)(C)C.CN(C)C=O.C(NCC)C. (2) Given the product [CH3:33][O:32][C:31]([NH:24][C:21]1[CH:20]=[CH:19][C:18]([CH:8]([C:5]2[CH:6]=[CH:7][C:2]([NH:1][C:31]([O:32][CH3:33])=[O:34])=[CH:3][CH:4]=2)[CH2:9][CH2:10][NH:11][C:12](=[O:17])[C:13]([F:14])([F:15])[F:16])=[CH:23][CH:22]=1)=[O:34], predict the reactants needed to synthesize it. The reactants are: [NH2:1][C:2]1[CH:7]=[CH:6][C:5]([CH:8]([C:18]2[CH:23]=[CH:22][C:21]([NH2:24])=[CH:20][CH:19]=2)[CH2:9][CH2:10][NH:11][C:12](=[O:17])[C:13]([F:16])([F:15])[F:14])=[CH:4][CH:3]=1.N1C=CC=CC=1.[C:31](Cl)(=[O:34])[O:32][CH3:33]. (3) Given the product [C:1]([Si:5]([CH3:42])([CH3:41])[O:6][C:7]1[C:8]([CH3:40])=[CH:9][C:10]([C:14]2([C:24]3[CH:29]=[C:28]([CH3:30])[C:27]([O:31][Si:32]([C:35]([CH3:36])([CH3:38])[CH3:37])([CH3:33])[CH3:34])=[C:26]([CH3:39])[CH:25]=3)[C:22]3[C:17](=[CH:18][CH:19]=[CH:20][CH:21]=3)[N:16]([CH2:50][C:51]#[N:52])[C:15]2=[O:23])=[CH:11][C:12]=1[CH3:13])([CH3:2])([CH3:4])[CH3:3], predict the reactants needed to synthesize it. The reactants are: [C:1]([Si:5]([CH3:42])([CH3:41])[O:6][C:7]1[C:12]([CH3:13])=[CH:11][C:10]([C:14]2([C:24]3[CH:29]=[C:28]([CH3:30])[C:27]([O:31][Si:32]([C:35]([CH3:38])([CH3:37])[CH3:36])([CH3:34])[CH3:33])=[C:26]([CH3:39])[CH:25]=3)[C:22]3[C:17](=[CH:18][CH:19]=[CH:20][CH:21]=3)[NH:16][C:15]2=[O:23])=[CH:9][C:8]=1[CH3:40])([CH3:4])([CH3:3])[CH3:2].CC(C)([O-])C.[K+].Br[CH2:50][C:51]#[N:52].O. (4) Given the product [CH:30]1([CH2:29][O:28][C:22]2[CH:23]=[C:24]([F:27])[CH:25]=[CH:26][C:21]=2[C:20]2[CH:19]=[CH:18][N:17]=[C:16]3[C:12]([C:10]([NH:9][C@H:6]4[CH2:7][CH2:8][C@H:3]([NH:2][C:38](=[O:37])[CH2:39][OH:40])[CH2:4][CH2:5]4)=[O:11])=[C:13]([CH3:33])[NH:14][C:15]=23)[CH2:31][CH2:32]1, predict the reactants needed to synthesize it. The reactants are: Cl.[NH2:2][C@H:3]1[CH2:8][CH2:7][C@H:6]([NH:9][C:10]([C:12]2[C:16]3=[N:17][CH:18]=[CH:19][C:20]([C:21]4[CH:26]=[CH:25][C:24]([F:27])=[CH:23][C:22]=4[O:28][CH2:29][CH:30]4[CH2:32][CH2:31]4)=[C:15]3[NH:14][C:13]=2[CH3:33])=[O:11])[CH2:5][CH2:4]1.C([O:37][CH2:38][C:39](Cl)=[O:40])(=O)C. (5) Given the product [Cl:1][C:2]1[CH:3]=[C:4]([C:8]([O:10][CH:11]([CH3:13])[CH3:12])=[O:9])[N+:5]([O-:22])=[CH:6][CH:7]=1, predict the reactants needed to synthesize it. The reactants are: [Cl:1][C:2]1[CH:7]=[CH:6][N:5]=[C:4]([C:8]([O:10][CH:11]([CH3:13])[CH3:12])=[O:9])[CH:3]=1.C1C=C(Cl)C=C(C(OO)=[O:22])C=1.